Dataset: Reaction yield outcomes from USPTO patents with 853,638 reactions. Task: Predict the reaction yield, written as a fraction of the theoretical maximum amount of product (1.0 means a 100% yield; for example, 0.34 means a 34% yield). The reactants are CC1(C)[O:6][CH:5]([CH2:7][O:8][NH:9][C:10]([C:12]2[C:20]([NH:21][C:22]3[CH:27]=[CH:26][C:25]([I:28])=[CH:24][C:23]=3[F:29])=[C:19]([F:30])[C:15]3[N:16]=[N:17][S:18][C:14]=3[CH:13]=2)=[O:11])[CH2:4][O:3]1.Cl.C(=O)(O)[O-].[Na+]. The catalyst is C(Cl)Cl. The product is [OH:6][CH:5]([CH2:4][OH:3])[CH2:7][O:8][NH:9][C:10]([C:12]1[C:20]([NH:21][C:22]2[CH:27]=[CH:26][C:25]([I:28])=[CH:24][C:23]=2[F:29])=[C:19]([F:30])[C:15]2[N:16]=[N:17][S:18][C:14]=2[CH:13]=1)=[O:11]. The yield is 0.679.